The task is: Predict the product of the given reaction.. This data is from Forward reaction prediction with 1.9M reactions from USPTO patents (1976-2016). (1) Given the reactants [N+:1]([C:4]1[CH:9]=[CH:8][C:7]([N:10]([CH2:18][CH2:19][C:20]2[CH:25]=[CH:24][CH:23]=[CH:22][N:21]=2)[C:11](=[O:17])[O:12][C:13]([CH3:16])([CH3:15])[CH3:14])=[CH:6][CH:5]=1)([O-])=O.C.O.NN, predict the reaction product. The product is: [NH2:1][C:4]1[CH:9]=[CH:8][C:7]([N:10]([CH2:18][CH2:19][C:20]2[CH:25]=[CH:24][CH:23]=[CH:22][N:21]=2)[C:11](=[O:17])[O:12][C:13]([CH3:15])([CH3:16])[CH3:14])=[CH:6][CH:5]=1. (2) The product is: [CH3:7][N:8]1[C:16]2[C:11](=[CH:12][CH:13]=[CH:14][CH:15]=2)[CH:10]=[C:9]1[C:17]([NH:32][C:31]1[CH:30]=[CH:29][C:28]([B:23]2[O:24][C:25]([CH3:27])([CH3:26])[C:21]([CH3:35])([CH3:20])[O:22]2)=[CH:34][CH:33]=1)=[O:19]. Given the reactants C(Cl)(=O)C(Cl)=O.[CH3:7][N:8]1[C:16]2[C:11](=[CH:12][CH:13]=[CH:14][CH:15]=2)[CH:10]=[C:9]1[C:17]([OH:19])=O.[CH3:20][C:21]1([CH3:35])[C:25]([CH3:27])([CH3:26])[O:24][B:23]([C:28]2[CH:34]=[CH:33][C:31]([NH2:32])=[CH:30][CH:29]=2)[O:22]1.C(N(C(C)C)CC)(C)C, predict the reaction product. (3) Given the reactants [CH:1]([N:4]1[CH2:9][CH2:8][N:7]([C:10]([C:12]2[CH:20]=[C:19]3[C:15]([C:16]([CH:21]=O)=[CH:17][NH:18]3)=[CH:14][CH:13]=2)=[O:11])[CH2:6][CH2:5]1)([CH3:3])[CH3:2].[NH:23]1[CH2:28][CH2:27][CH2:26][CH2:25][CH2:24]1.[BH-](OC(C)=O)(OC(C)=O)OC(C)=O.[Na+], predict the reaction product. The product is: [CH:1]([N:4]1[CH2:9][CH2:8][N:7]([C:10]([C:12]2[CH:20]=[C:19]3[C:15]([C:16]([CH2:21][N:23]4[CH2:28][CH2:27][CH2:26][CH2:25][CH2:24]4)=[CH:17][NH:18]3)=[CH:14][CH:13]=2)=[O:11])[CH2:6][CH2:5]1)([CH3:3])[CH3:2]. (4) Given the reactants [NH2:1][C:2]1[C:10]([CH3:11])=[CH:9][CH:8]=[CH:7][C:3]=1[C:4]([NH2:6])=O.[H-].[H-].[H-].[H-].[Li+].[Al+3].O.[OH-].[Na+], predict the reaction product. The product is: [NH2:6][CH2:4][C:3]1[CH:7]=[CH:8][CH:9]=[C:10]([CH3:11])[C:2]=1[NH2:1]. (5) Given the reactants BrC1C=C([NH:9][C:10]2[N:15]=[C:14]([C:16]([F:19])([F:18])[F:17])[CH:13]=[CH:12][N:11]=2)C=C(C)C=1.C1(C)C=CC=CC=1P(C1C=CC=CC=1C)C1C=CC=CC=1C.C[Si](C#C)(C)C.C(NC(C)C)(C)C, predict the reaction product. The product is: [F:19][C:16]([F:17])([F:18])[C:14]1[CH:13]=[CH:12][N:11]=[C:10]([NH2:9])[N:15]=1. (6) The product is: [C:42]([N:39]1[CH2:38][CH2:37][N:36]([C:33]2[CH:32]=[CH:31][C:30]([NH:29][C:15](=[O:17])[CH2:14][C:11]3[CH:12]=[N:13][C:8]([C:6]4[CH:5]=[CH:4][N:3]=[C:2]([CH3:1])[CH:7]=4)=[N:9][CH:10]=3)=[N:35][CH:34]=2)[CH2:41][CH2:40]1)(=[O:44])[CH3:43]. Given the reactants [CH3:1][C:2]1[CH:7]=[C:6]([C:8]2[N:13]=[CH:12][C:11]([CH2:14][C:15]([O:17]C(C)(C)C)=O)=[CH:10][N:9]=2)[CH:5]=[CH:4][N:3]=1.C(O)(C(F)(F)F)=O.[NH2:29][C:30]1[N:35]=[CH:34][C:33]([N:36]2[CH2:41][CH2:40][N:39]([C:42](=[O:44])[CH3:43])[CH2:38][CH2:37]2)=[CH:32][CH:31]=1.CCN(C(C)C)C(C)C.F[P-](F)(F)(F)(F)F.N1(OC(N(C)C)=[N+](C)C)C2N=CC=CC=2N=N1, predict the reaction product. (7) Given the reactants O=[C:2]1[CH2:5][N:4]([C:6]([O:8][CH2:9][C:10]2[CH:15]=[CH:14][CH:13]=[CH:12][CH:11]=2)=[O:7])[CH2:3]1.[CH3:16][N:17]1[CH2:22][CH2:21][NH:20][CH2:19][CH2:18]1.C(O)(=O)C.C(O[BH-](OC(=O)C)OC(=O)C)(=O)C.[Na+], predict the reaction product. The product is: [CH3:16][N:17]1[CH2:22][CH2:21][N:20]([CH:2]2[CH2:5][N:4]([C:6]([O:8][CH2:9][C:10]3[CH:15]=[CH:14][CH:13]=[CH:12][CH:11]=3)=[O:7])[CH2:3]2)[CH2:19][CH2:18]1.